Regression. Given two drug SMILES strings and cell line genomic features, predict the synergy score measuring deviation from expected non-interaction effect. From a dataset of NCI-60 drug combinations with 297,098 pairs across 59 cell lines. (1) Drug 1: C1C(C(OC1N2C=C(C(=O)NC2=O)F)CO)O. Drug 2: CC1CCCC2(C(O2)CC(NC(=O)CC(C(C(=O)C(C1O)C)(C)C)O)C(=CC3=CSC(=N3)C)C)C. Cell line: 786-0. Synergy scores: CSS=39.9, Synergy_ZIP=-3.21, Synergy_Bliss=-2.85, Synergy_Loewe=-2.04, Synergy_HSA=-0.654. (2) Drug 1: CC1C(C(=O)NC(C(=O)N2CCCC2C(=O)N(CC(=O)N(C(C(=O)O1)C(C)C)C)C)C(C)C)NC(=O)C3=C4C(=C(C=C3)C)OC5=C(C(=O)C(=C(C5=N4)C(=O)NC6C(OC(=O)C(N(C(=O)CN(C(=O)C7CCCN7C(=O)C(NC6=O)C(C)C)C)C)C(C)C)C)N)C. Drug 2: CN(CCCl)CCCl.Cl. Cell line: NCI/ADR-RES. Synergy scores: CSS=-3.81, Synergy_ZIP=-2.70, Synergy_Bliss=-2.78, Synergy_Loewe=-6.38, Synergy_HSA=-5.60. (3) Drug 1: CC12CCC3C(C1CCC2O)C(CC4=C3C=CC(=C4)O)CCCCCCCCCS(=O)CCCC(C(F)(F)F)(F)F. Drug 2: CC1C(C(CC(O1)OC2CC(CC3=C2C(=C4C(=C3O)C(=O)C5=CC=CC=C5C4=O)O)(C(=O)C)O)N)O. Cell line: T-47D. Synergy scores: CSS=46.1, Synergy_ZIP=1.68, Synergy_Bliss=1.76, Synergy_Loewe=4.97, Synergy_HSA=6.21. (4) Drug 1: C1CC(C1)(C(=O)O)C(=O)O.[NH2-].[NH2-].[Pt+2]. Drug 2: C1C(C(OC1N2C=NC3=C2NC=NCC3O)CO)O. Cell line: SNB-19. Synergy scores: CSS=8.98, Synergy_ZIP=-0.833, Synergy_Bliss=4.91, Synergy_Loewe=-2.73, Synergy_HSA=-2.36. (5) Drug 1: C1=NNC2=C1C(=O)NC=N2. Drug 2: CC1=C(C(=O)C2=C(C1=O)N3CC4C(C3(C2COC(=O)N)OC)N4)N. Cell line: UO-31. Synergy scores: CSS=5.37, Synergy_ZIP=-1.74, Synergy_Bliss=-1.16, Synergy_Loewe=-11.9, Synergy_HSA=-4.36.